From a dataset of Catalyst prediction with 721,799 reactions and 888 catalyst types from USPTO. Predict which catalyst facilitates the given reaction. (1) Reactant: [F:1][C:2]1[CH:10]=[C:9]2[C:5]([C:6]([C:18]3[CH:19]=[CH:20][C:21]4[S:25](=[O:27])(=[O:26])[N:24]([CH2:28][CH2:29][OH:30])[CH2:23][C:22]=4[CH:31]=3)=[CH:7][N:8]2C(OC(C)(C)C)=O)=[CH:4][CH:3]=1.Cl.F[C:34](F)(F)[C:35](O)=[O:36]. Product: [C:35]([O:30][CH2:29][CH2:28][N:24]1[CH2:23][C:22]2[CH:31]=[C:18]([C:6]3[C:5]4[C:9](=[CH:10][C:2]([F:1])=[CH:3][CH:4]=4)[NH:8][CH:7]=3)[CH:19]=[CH:20][C:21]=2[S:25]1(=[O:26])=[O:27])(=[O:36])[CH3:34]. The catalyst class is: 13. (2) Reactant: Br[C:2]1[CH:22]=[CH:21][C:5]2[N:6]([C:15]3[CH:20]=[CH:19][CH:18]=[CH:17][CH:16]=3)[C:7]([C:9]3[CH:14]=[CH:13][CH:12]=[CH:11][CH:10]=3)=[N:8][C:4]=2[CH:3]=1.[Cl:23][C:24]1[CH:29]=[CH:28][C:27](B(O)O)=[CH:26][CH:25]=1.C(=O)([O-])[O-].[Na+].[Na+]. Product: [Cl:23][C:24]1[CH:29]=[CH:28][C:27]([C:2]2[CH:22]=[CH:21][C:5]3[N:6]([C:15]4[CH:20]=[CH:19][CH:18]=[CH:17][CH:16]=4)[C:7]([C:9]4[CH:14]=[CH:13][CH:12]=[CH:11][CH:10]=4)=[N:8][C:4]=3[CH:3]=2)=[CH:26][CH:25]=1. The catalyst class is: 276. (3) Product: [NH2:14][CH:15]([C:21]1[CH:33]=[CH:32][C:24]([C:25]([OH:27])=[O:26])=[CH:23][CH:22]=1)[C:16]([O:18][CH2:19][CH3:20])=[O:17]. The catalyst class is: 27. Reactant: C1(C(=[N:14][CH:15]([C:21]2[CH:33]=[CH:32][C:24]([C:25]([O:27]C(C)(C)C)=[O:26])=[CH:23][CH:22]=2)[C:16]([O:18][CH2:19][CH3:20])=[O:17])C2C=CC=CC=2)C=CC=CC=1.Cl. (4) Reactant: C[O:2][P:3]([CH:7]=[CH:8][C:9]([CH3:26])=[CH:10][CH2:11][C:12]1[C:13]([OH:25])=[C:14]2[C:18](=[C:19]([CH3:23])[C:20]=1[O:21][CH3:22])[CH2:17][O:16][C:15]2=[O:24])(=[O:6])[O:4]C.N1C(C)=CC=CC=1C.C[Si](Br)(C)C. Product: [OH:25][C:13]1[C:12]([CH2:11][CH:10]=[C:9]([CH3:26])[CH:8]=[CH:7][P:3](=[O:2])([OH:6])[OH:4])=[C:20]([O:21][CH3:22])[C:19]([CH3:23])=[C:18]2[C:14]=1[C:15](=[O:24])[O:16][CH2:17]2. The catalyst class is: 10.